Dataset: Full USPTO retrosynthesis dataset with 1.9M reactions from patents (1976-2016). Task: Predict the reactants needed to synthesize the given product. Given the product [CH2:29]([O:28][C:26]([C:25]1[C:24]([CH3:31])=[N:20][C:16]2[C:15]([C:21]=1[NH2:22])=[C:14]([O:13][CH2:12][C:6]1([CH2:5][OH:4])[CH2:7][CH2:8][CH2:9][CH2:10][CH2:11]1)[CH:19]=[CH:18][CH:17]=2)=[O:27])[CH3:30], predict the reactants needed to synthesize it. The reactants are: C([O:4][CH2:5][C:6]1([CH2:12][O:13][C:14]2[CH:19]=[CH:18][CH:17]=[C:16]([NH2:20])[C:15]=2[C:21]#[N:22])[CH2:11][CH2:10][CH2:9][CH2:8][CH2:7]1)(=O)C.O=[C:24]([CH3:31])[CH2:25][C:26]([O:28][CH2:29][CH3:30])=[O:27].